This data is from Catalyst prediction with 721,799 reactions and 888 catalyst types from USPTO. The task is: Predict which catalyst facilitates the given reaction. (1) Reactant: [C:1]([O:5][C:6](=[O:18])[NH:7][CH:8]([C:13]1[NH:17][N:16]=[N:15][N:14]=1)[CH2:9][C:10](=O)[NH2:11])([CH3:4])([CH3:3])[CH3:2].N1C=CC=CC=1.FC(F)(F)C(OC(=O)C(F)(F)F)=O.C(=O)(O)[O-].[Na+]. Product: [C:1]([O:5][C:6](=[O:18])[NH:7][CH:8]([C:13]1[NH:17][N:16]=[N:15][N:14]=1)[CH2:9][C:10]#[N:11])([CH3:4])([CH3:2])[CH3:3]. The catalyst class is: 38. (2) Reactant: Cl[CH2:2][C:3]1[N:8]=[C:7]([C:9]#[N:10])[CH:6]=[CH:5][CH:4]=1.[Br:11][C:12]1[CH:17]=[CH:16][CH:15]=[CH:14][C:13]=1[OH:18].C([O-])([O-])=O.[Cs+].[Cs+].C(#N)C. Product: [Br:11][C:12]1[CH:17]=[CH:16][CH:15]=[CH:14][C:13]=1[O:18][CH2:2][C:3]1[N:8]=[C:7]([C:9]#[N:10])[CH:6]=[CH:5][CH:4]=1. The catalyst class is: 13.